Dataset: Full USPTO retrosynthesis dataset with 1.9M reactions from patents (1976-2016). Task: Predict the reactants needed to synthesize the given product. (1) Given the product [NH2:24][C@@H:17]([C:18]1[CH:23]=[CH:22][CH:21]=[CH:20][CH:19]=1)[C:16]([NH:15][CH2:14][CH2:13][CH2:12][NH:11][S:8]([C:5]1[CH:6]=[CH:7][C:2]([F:1])=[CH:3][C:4]=1[C:33]([F:35])([F:36])[F:34])(=[O:9])=[O:10])=[O:32], predict the reactants needed to synthesize it. The reactants are: [F:1][C:2]1[CH:7]=[CH:6][C:5]([S:8]([NH:11][CH2:12][CH2:13][CH2:14][NH:15][C:16](=[O:32])[C@@H:17]([NH:24]C(=O)OC(C)(C)C)[C:18]2[CH:23]=[CH:22][CH:21]=[CH:20][CH:19]=2)(=[O:10])=[O:9])=[C:4]([C:33]([F:36])([F:35])[F:34])[CH:3]=1.Cl. (2) Given the product [Cl:1][C:2]1[C:3]([O:9][C:10]2[CH:15]=[C:14]([O:16][CH2:17][CH2:18][O:19][CH3:20])[CH:13]=[CH:12][C:11]=2[CH2:21][CH2:22][C:23]([NH:25][S:26]([CH2:29][CH2:30][CH2:31][CH2:32][CH3:33])(=[O:28])=[O:27])=[O:24])=[N:4][CH:5]=[C:6]([Cl:8])[CH:7]=1, predict the reactants needed to synthesize it. The reactants are: [Cl:1][C:2]1[C:3]([O:9][C:10]2[CH:15]=[C:14]([O:16][CH2:17][CH2:18][O:19][CH3:20])[CH:13]=[CH:12][C:11]=2/[CH:21]=[CH:22]/[C:23]([NH:25][S:26]([CH2:29][CH2:30][CH2:31][CH2:32][CH3:33])(=[O:28])=[O:27])=[O:24])=[N:4][CH:5]=[C:6]([Cl:8])[CH:7]=1. (3) Given the product [CH3:53][C:54]1[CH:55]=[CH:56][C:57]([S:60]([N:63]([C@H:68]([C:100]([OH:102])=[O:101])[CH2:69][CH2:70][CH2:71][CH2:72][NH:73][C:74]([C@@H:76]([NH:87][S:88]([C:91]2[CH:92]=[CH:93][C:94]([NH2:97])=[CH:95][CH:96]=2)(=[O:89])=[O:90])[CH2:77][C:78]2[C:86]3[C:81](=[CH:82][CH:83]=[CH:84][CH:85]=3)[NH:80][CH:79]=2)=[O:75])[CH2:64][CH:65]([CH3:67])[CH3:66])(=[O:61])=[O:62])=[CH:58][CH:59]=1, predict the reactants needed to synthesize it. The reactants are: Cl.C(N(S(C1C=CC(C)=CC=1)(=O)=O)[C@H](C(O)=O)CCCCN)C(C)C.[N+](C1C=CC(S(N[C@H](C(O)=O)CC2C3C(=CC=CC=3)NC=2)(=O)=O)=CC=1)([O-])=O.[CH3:53][C:54]1[CH:59]=[CH:58][C:57]([S:60]([N:63]([C@H:68]([C:100]([OH:102])=[O:101])[CH2:69][CH2:70][CH2:71][CH2:72][NH:73][C:74]([C@@H:76]([NH:87][S:88]([C:91]2[CH:96]=[CH:95][C:94]([N+:97]([O-])=O)=[CH:93][CH:92]=2)(=[O:90])=[O:89])[CH2:77][C:78]2[C:86]3[C:81](=[CH:82][CH:83]=[CH:84][CH:85]=3)[NH:80][CH:79]=2)=[O:75])[CH2:64][CH:65]([CH3:67])[CH3:66])(=[O:62])=[O:61])=[CH:56][CH:55]=1. (4) The reactants are: [F:1][C:2]1[CH:22]=[CH:21][C:5]2[N:6]=[C:7]([C:11]3[CH:16]=[CH:15][CH:14]=[CH:13][C:12]=3[O:17]C(=O)C)O[C:9](=[O:10])[C:4]=2[CH:3]=1.[CH2:23]([NH2:31])[CH2:24][C:25]1[CH:30]=[CH:29][CH:28]=[CH:27][CH:26]=1. Given the product [F:1][C:2]1[CH:3]=[C:4]2[C:5](=[CH:21][CH:22]=1)[N:6]=[C:7]([C:11]1[CH:16]=[CH:15][CH:14]=[CH:13][C:12]=1[OH:17])[N:31]([CH2:23][CH2:24][C:25]1[CH:30]=[CH:29][CH:28]=[CH:27][CH:26]=1)[C:9]2=[O:10], predict the reactants needed to synthesize it. (5) Given the product [CH3:17][CH:14]([CH2:15][CH3:16])[CH2:13][O:12][C:6]1[N:5]=[C:4]2[C:9]([N:10]=[C:2]([O:25][CH3:24])[N:3]2[CH:18]2[CH2:23][CH2:22][CH2:21][CH2:20][O:19]2)=[C:8]([NH2:11])[N:7]=1, predict the reactants needed to synthesize it. The reactants are: Br[C:2]1[N:3]([CH:18]2[CH2:23][CH2:22][CH2:21][CH2:20][O:19]2)[C:4]2[C:9]([N:10]=1)=[C:8]([NH2:11])[N:7]=[C:6]([O:12][CH2:13][CH:14]([CH3:17])[CH2:15][CH3:16])[N:5]=2.[CH3:24][O-:25].[Na+]. (6) Given the product [C:34]([O:33][C:31]([CH2:30][C:29]1[C:24]([N:14]2[C:15]([C:16]3[CH:21]=[CH:20][C:19]([F:22])=[C:18]([Cl:23])[CH:17]=3)=[C:11]([C:9]([OH:10])=[O:8])[N:12]=[C:13]2[CH:40]2[CH2:45][CH2:44][CH2:43][CH2:42][CH2:41]2)=[C:25]([F:39])[C:26]([Cl:38])=[CH:27][CH:28]=1)=[O:32])([CH3:37])([CH3:35])[CH3:36], predict the reactants needed to synthesize it. The reactants are: C([O:8][C:9]([C:11]1[N:12]=[C:13]([CH:40]2[CH2:45][CH2:44][CH2:43][CH2:42][CH2:41]2)[N:14]([C:24]2[C:29]([CH2:30][C:31]([O:33][C:34]([CH3:37])([CH3:36])[CH3:35])=[O:32])=[CH:28][CH:27]=[C:26]([Cl:38])[C:25]=2[F:39])[C:15]=1[C:16]1[CH:21]=[CH:20][C:19]([F:22])=[C:18]([Cl:23])[CH:17]=1)=[O:10])C1C=CC=CC=1.CO. (7) Given the product [C:1]([NH:47][S:44]([CH2:43][CH2:42][N:35]1[C:36]2[CH:41]=[CH:40][CH:39]=[CH:38][C:37]=2[N:33]([CH2:32][C:30]2[C:31]3[C:23]([CH3:22])=[CH:24][CH:25]=[CH:26][C:27]=3[S:28][CH:29]=2)[C:34]1=[O:48])(=[O:46])=[O:45])(=[O:9])[C:2]1[CH:3]=[CH:4][CH:5]=[CH:6][CH:7]=1, predict the reactants needed to synthesize it. The reactants are: [C:1]([OH:9])(=O)[C:2]1[CH:7]=[CH:6][CH:5]=[CH:4][CH:3]=1.C(N1C=CN=C1)(N1C=CN=C1)=O.[CH3:22][C:23]1[C:31]2[C:30]([CH2:32][N:33]3[C:37]4[CH:38]=[CH:39][CH:40]=[CH:41][C:36]=4[N:35]([CH2:42][CH2:43][S:44]([NH2:47])(=[O:46])=[O:45])[C:34]3=[O:48])=[CH:29][S:28][C:27]=2[CH:26]=[CH:25][CH:24]=1.N12CCCN=C1CCCCC2.Cl. (8) Given the product [ClH:17].[CH3:1][NH:2][CH2:10][CH:11]1[CH2:16][CH2:15][O:14][CH2:13][CH2:12]1, predict the reactants needed to synthesize it. The reactants are: [CH3:1][N:2]([CH2:10][CH:11]1[CH2:16][CH2:15][O:14][CH2:13][CH2:12]1)C(=O)OC(C)(C)C.[ClH:17].C(OCC)(=O)C. (9) Given the product [O:15]=[C:13]1[C:12]([C:7]2[NH:8][C:9]3[C:5]([CH:6]=2)=[CH:4][C:3]([C:1]#[N:2])=[CH:11][CH:10]=3)=[N:20][C:21]2=[CH:22][S:23][CH:24]=[C:25]2[NH:26]1, predict the reactants needed to synthesize it. The reactants are: [C:1]([C:3]1[CH:4]=[C:5]2[C:9](=[CH:10][CH:11]=1)[NH:8][C:7]([C:12](=O)[C:13]([O:15]C)=O)=[CH:6]2)#[N:2].Br.Br.[NH2:20][C:21]1[C:25]([NH2:26])=[CH:24][S:23][CH:22]=1.